Dataset: Reaction yield outcomes from USPTO patents with 853,638 reactions. Task: Predict the reaction yield, written as a fraction of the theoretical maximum amount of product (1.0 means a 100% yield; for example, 0.34 means a 34% yield). (1) The reactants are C[O:2][C:3]1[CH:11]=[C:10]2[C:6]([CH:7]=[N:8][NH:9]2)=[CH:5][C:4]=1[N+:12]([O-:14])=[O:13].ClCCl.[Cl-].[Cl-].[Cl-].[Al+3].O. The catalyst is CO. The product is [N+:12]([C:4]1[CH:5]=[C:6]2[C:10](=[CH:11][C:3]=1[OH:2])[NH:9][N:8]=[CH:7]2)([O-:14])=[O:13]. The yield is 0.670. (2) The reactants are C([O:4][CH:5]([CH3:24])[C:6]([NH:8][CH2:9][CH2:10][CH:11]1[C:22]2[C:21]3[O:20][C:19]([CH3:23])=[N:18][C:17]=3[CH:16]=[CH:15][C:14]=2[CH2:13][CH2:12]1)=[O:7])(=O)C.[OH-].[Na+]. The catalyst is O1CCCC1. The product is [OH:4][CH:5]([CH3:24])[C:6]([NH:8][CH2:9][CH2:10][CH:11]1[C:22]2[C:21]3[O:20][C:19]([CH3:23])=[N:18][C:17]=3[CH:16]=[CH:15][C:14]=2[CH2:13][CH2:12]1)=[O:7]. The yield is 0.860. (3) The product is [CH3:1][C@H:2]1[C@:7]2([OH:30])[C:8]34[O:28][CH:27]5[C@@:16]6([C@@H:23]([O:29][CH3:31])[C:24]([O:26]5)=[O:25])[C@H:17]([C:19]([CH3:22])([CH3:21])[CH3:20])[CH2:18][C@H:12]([C@:13]36[C@H:14]([OH:15])[CH:6]2[O:5][C:3]1=[O:4])[O:11][C:9]4=[O:10]. The yield is 0.560. The catalyst is C(#N)C. The reactants are [CH3:1][C@H:2]1[C@:7]2([OH:30])[C@:8]34[O:28][C@H:27]5[C@@:16]6([C@@H:23]([OH:29])[C:24]([O:26]5)=[O:25])[C@H:17]([C:19]([CH3:22])([CH3:21])[CH3:20])[CH2:18][C@H:12]([C@@:13]36[C@@H:14]([OH:15])[C@@H:6]2[O:5][C:3]1=[O:4])[O:11][C:9]4=[O:10].[C:31]([O-])([O-])=O.[K+].[K+].IC.